This data is from Full USPTO retrosynthesis dataset with 1.9M reactions from patents (1976-2016). The task is: Predict the reactants needed to synthesize the given product. (1) Given the product [CH2:1]([O:3][C:4]([C@@H:6]1[CH2:8][C@@H:7]1[C:9]1[CH:14]=[CH:13][C:12]([B:16]2[O:20][C:19]([CH3:22])([CH3:21])[C:18]([CH3:24])([CH3:23])[O:17]2)=[CH:11][CH:10]=1)=[O:5])[CH3:2], predict the reactants needed to synthesize it. The reactants are: [CH2:1]([O:3][C:4]([C@@H:6]1[CH2:8][C@@H:7]1[C:9]1[CH:14]=[CH:13][C:12](Br)=[CH:11][CH:10]=1)=[O:5])[CH3:2].[B:16]1([B:16]2[O:20][C:19]([CH3:22])([CH3:21])[C:18]([CH3:24])([CH3:23])[O:17]2)[O:20][C:19]([CH3:22])([CH3:21])[C:18]([CH3:24])([CH3:23])[O:17]1. (2) Given the product [C:27]([C:22]1[CH:23]=[CH:24][C:25]([O:1][CH2:2][C:3]2[CH:4]=[C:5]([S:9][C:10]3[N:11]=[CH:12][CH:13]=[C:14]([CH:17]=3)[C:15]#[N:16])[CH:6]=[CH:7][CH:8]=2)=[C:20]([CH2:18][CH3:19])[C:21]=1[OH:30])(=[O:29])[CH3:28], predict the reactants needed to synthesize it. The reactants are: [OH:1][CH2:2][C:3]1[CH:4]=[C:5]([S:9][C:10]2[N:11]=[CH:12][CH:13]=[C:14]([CH:17]=2)[C:15]#[N:16])[CH:6]=[CH:7][CH:8]=1.[CH2:18]([C:20]1[C:21]([OH:30])=[C:22]([C:27](=[O:29])[CH3:28])[CH:23]=[CH:24][C:25]=1O)[CH3:19].